Dataset: Full USPTO retrosynthesis dataset with 1.9M reactions from patents (1976-2016). Task: Predict the reactants needed to synthesize the given product. Given the product [Cl:6][C:7]1[CH:8]=[CH:9][C:10]([CH2:11][O:12][CH2:13][CH2:14][O:15][S:2]([CH3:1])(=[O:4])=[O:3])=[CH:16][CH:17]=1, predict the reactants needed to synthesize it. The reactants are: [CH3:1][S:2](Cl)(=[O:4])=[O:3].[Cl:6][C:7]1[CH:17]=[CH:16][C:10]([CH2:11][O:12][CH2:13][CH2:14][OH:15])=[CH:9][CH:8]=1.C(N(C(C)C)CC)(C)C.O.